Binary Classification. Given a drug SMILES string, predict its activity (active/inactive) in a high-throughput screening assay against a specified biological target. From a dataset of HIV replication inhibition screening data with 41,000+ compounds from the AIDS Antiviral Screen. (1) The drug is O=C(Nc1ccc(Cl)c(Cl)c1)C(=O)C(C(=O)c1ccccc1-c1ccccc1)C1OC(=O)c2ccccc21. The result is 0 (inactive). (2) The compound is Cc1cc(C)nc(NS(=O)(=O)c2ccc(Nc3c4ccccc4nc4c(C(=O)NCCCN(CCO)CCO)cccc34)cc2)n1. The result is 0 (inactive). (3) The compound is CCC(C(=NNC(=O)C[N+](C)(C)C)c1ccccc1)C1OC(=O)c2ccccc21.[Cl-]. The result is 0 (inactive). (4) The molecule is COC1(OC)CC2OC1C1N=NN(C(=O)OC(C)(C)C)C21. The result is 0 (inactive). (5) The molecule is COCC(OC)C(CC=C(C#N)C#N)OC. The result is 0 (inactive). (6) The compound is N#CC(=Cc1ccc(Cl)cc1)c1nc(O)c2ccccc2n1. The result is 0 (inactive). (7) The result is 0 (inactive). The molecule is COC(=O)CNC(=O)C(CC(C)C)NC(=O)C(CC(C)C)NC(=O)C(C)NC(=O)OCc1ccccc1. (8) The compound is Cc1cn(C2C=CCCC2)c(=O)[nH]c1=O. The result is 0 (inactive). (9) The compound is Cc1cc(Cl)cc2c1NC(=O)C2(O)C(C(=O)c1ccccc1)c1ccccc1. The result is 0 (inactive). (10) The result is 0 (inactive). The drug is COc1nc2nc(C(O)C(O)CO)cnc2c(=O)n1C.